This data is from Full USPTO retrosynthesis dataset with 1.9M reactions from patents (1976-2016). The task is: Predict the reactants needed to synthesize the given product. Given the product [C:1]([O:5][C:6]([N:8]1[CH:13]([CH2:14][CH3:15])[CH2:12][CH:11]([NH:25][CH2:24][C:23]2[CH:26]=[C:27]([C:29]([F:30])([F:31])[F:32])[CH:28]=[C:21]([C:20]([F:19])([F:33])[F:34])[CH:22]=2)[CH2:10][CH:9]1[CH2:17][CH3:18])=[O:7])([CH3:4])([CH3:3])[CH3:2], predict the reactants needed to synthesize it. The reactants are: [C:1]([O:5][C:6]([N:8]1[C@H:13]([CH2:14][CH3:15])[CH2:12][C:11](=O)[CH2:10][C@@H:9]1[CH2:17][CH3:18])=[O:7])([CH3:4])([CH3:3])[CH3:2].[F:19][C:20]([F:34])([F:33])[C:21]1[CH:22]=[C:23]([CH:26]=[C:27]([C:29]([F:32])([F:31])[F:30])[CH:28]=1)[CH2:24][NH2:25].C(O)(=O)C.[BH-](OC(C)=O)(OC(C)=O)OC(C)=O.[Na+].[OH-].[Na+].